From a dataset of Reaction yield outcomes from USPTO patents with 853,638 reactions. Predict the reaction yield, written as a fraction of the theoretical maximum amount of product (1.0 means a 100% yield; for example, 0.34 means a 34% yield). The reactants are [OH:1]O.[NH:3]1[C:14]2[C:6](=[CH:7][CH:8]=[C:9]3[C:13]=2[CH2:12][CH2:11][CH2:10]3)[C:5](=[O:15])C1=O.[OH-].[Na+].Cl. The catalyst is O. The product is [NH2:3][C:14]1[C:6]([C:5]([OH:15])=[O:1])=[CH:7][CH:8]=[C:9]2[C:13]=1[CH2:12][CH2:11][CH2:10]2. The yield is 0.870.